From a dataset of Full USPTO retrosynthesis dataset with 1.9M reactions from patents (1976-2016). Predict the reactants needed to synthesize the given product. (1) Given the product [NH2:1][C@H:2]([C:8]([OH:10])=[O:9])[CH2:3][CH2:4][C:5]([NH:6][CH2:11][CH3:12])=[O:7], predict the reactants needed to synthesize it. The reactants are: [NH2:1][C@H:2]([C:8]([OH:10])=[O:9])[CH2:3][CH2:4][C:5](=[O:7])[NH2:6].[CH2:11](N)[CH3:12].B(O)(O)O. (2) The reactants are: [C:1]([C:3]1([NH:6][C:7]([C@@H:9]2[CH2:13][C@@H:12]([S:14]([C:17]3[CH:22]=[CH:21][C:20]([O:23][CH3:24])=[CH:19][C:18]=3[Cl:25])(=[O:16])=[O:15])[CH2:11][N:10]2[C:26]([C:28]2([C:32]3[CH:37]=[CH:36][C:35]([Cl:38])=[CH:34][N:33]=3)[CH2:31][NH:30][CH2:29]2)=[O:27])=[O:8])[CH2:5][CH2:4]1)#[N:2].[CH3:39]I. Given the product [C:1]([C:3]1([NH:6][C:7]([C@@H:9]2[CH2:13][C@@H:12]([S:14]([C:17]3[CH:22]=[CH:21][C:20]([O:23][CH3:24])=[CH:19][C:18]=3[Cl:25])(=[O:15])=[O:16])[CH2:11][N:10]2[C:26]([C:28]2([C:32]3[CH:37]=[CH:36][C:35]([Cl:38])=[CH:34][N:33]=3)[CH2:31][N:30]([CH3:39])[CH2:29]2)=[O:27])=[O:8])[CH2:4][CH2:5]1)#[N:2], predict the reactants needed to synthesize it. (3) Given the product [C:12]([O:16][C:17]([N:19]1[CH2:24][CH2:23][N:22]([C:2]2[C:7]([Cl:8])=[CH:6][C:5]([N+:9]([O-:11])=[O:10])=[CH:4][N:3]=2)[CH2:21][CH2:20]1)=[O:18])([CH3:15])([CH3:13])[CH3:14], predict the reactants needed to synthesize it. The reactants are: Cl[C:2]1[C:7]([Cl:8])=[CH:6][C:5]([N+:9]([O-:11])=[O:10])=[CH:4][N:3]=1.[C:12]([O:16][C:17]([N:19]1[CH2:24][CH2:23][NH:22][CH2:21][CH2:20]1)=[O:18])([CH3:15])([CH3:14])[CH3:13].C(=O)([O-])[O-].[K+].[K+].C(OCC)(=O)C. (4) Given the product [NH:27]1[C:25]([CH2:24][NH:23][CH2:22][C:17]2[CH:16]=[CH:15][C:14]3[C:19](=[CH:20][CH:21]=[C:12]([O:11][C@H:8]4[CH2:9][CH2:10][C@H:5]([C:1]([CH3:4])([CH3:2])[CH3:3])[CH2:6][CH2:7]4)[CH:13]=3)[CH:18]=2)=[N:26][N:29]=[N:28]1, predict the reactants needed to synthesize it. The reactants are: [C:1]([C@H:5]1[CH2:10][CH2:9][C@H:8]([O:11][C:12]2[CH:13]=[C:14]3[C:19](=[CH:20][CH:21]=2)[CH:18]=[C:17]([CH2:22][NH:23][CH2:24][C:25]#[N:26])[CH:16]=[CH:15]3)[CH2:7][CH2:6]1)([CH3:4])([CH3:3])[CH3:2].[N-:27]=[N+:28]=[N-:29].[Na+].C([O-])(O)=O.[Na+]. (5) Given the product [C:1]([CH:5]1[CH2:13][C:12]2[C:7](=[CH:8][CH:9]=[C:10]([NH:14][C:15]([C:17]3([C:20]4[CH:30]=[CH:29][C:23]5[O:24][C:25]([F:28])([F:27])[O:26][C:22]=5[CH:21]=4)[CH2:19][CH2:18]3)=[O:16])[CH:11]=2)[N:6]1[CH2:31][CH2:32][Cl:35])([CH3:4])([CH3:3])[CH3:2], predict the reactants needed to synthesize it. The reactants are: [C:1]([CH:5]1[CH2:13][C:12]2[C:7](=[CH:8][CH:9]=[C:10]([NH:14][C:15]([C:17]3([C:20]4[CH:30]=[CH:29][C:23]5[O:24][C:25]([F:28])([F:27])[O:26][C:22]=5[CH:21]=4)[CH2:19][CH2:18]3)=[O:16])[CH:11]=2)[N:6]1[CH2:31][CH2:32]C#N)([CH3:4])([CH3:3])[CH3:2].[Cl:35]CC=O. (6) Given the product [C:11]([O:10][C:8](=[O:9])[CH2:7][N:6]1[C:5]2[CH:15]=[CH:16][CH:17]=[CH:18][C:4]=2[N:3]=[C:2]1[SH:21])([CH3:14])([CH3:13])[CH3:12], predict the reactants needed to synthesize it. The reactants are: Cl[C:2]1[N:6]([CH2:7][C:8]([O:10][C:11]([CH3:14])([CH3:13])[CH3:12])=[O:9])[C:5]2[CH:15]=[CH:16][CH:17]=[CH:18][C:4]=2[N:3]=1.NC(N)=[S:21].